This data is from Catalyst prediction with 721,799 reactions and 888 catalyst types from USPTO. The task is: Predict which catalyst facilitates the given reaction. (1) Reactant: [C:1]([C:5]1[CH:9]=[C:8]([NH2:10])[N:7]([CH3:11])[N:6]=1)([CH3:4])([CH3:3])[CH3:2].C(=O)([O-])[O-].[K+].[K+].Cl[C:19]([O:21][C:22]1[CH:27]=[CH:26][CH:25]=[CH:24][CH:23]=1)=[O:20]. Product: [C:1]([C:5]1[CH:9]=[C:8]([NH:10][C:19](=[O:20])[O:21][C:22]2[CH:27]=[CH:26][CH:25]=[CH:24][CH:23]=2)[N:7]([CH3:11])[N:6]=1)([CH3:4])([CH3:2])[CH3:3]. The catalyst class is: 1. (2) Reactant: [F:1][C:2]1[CH:7]=[CH:6][C:5]([O:8][CH3:9])=[CH:4][C:3]=1B(O)O.[F-].[Cs+].Br[C:16]1[CH:25]=[CH:24][C:19]([C:20]([O:22][CH3:23])=[O:21])=[CH:18][C:17]=1[O:26][CH:27]1[CH2:32][CH2:31][CH2:30][CH2:29][O:28]1. Product: [F:1][C:2]1[CH:7]=[CH:6][C:5]([O:8][CH3:9])=[CH:4][C:3]=1[C:16]1[CH:25]=[CH:24][C:19]([C:20]([O:22][CH3:23])=[O:21])=[CH:18][C:17]=1[O:26][CH:27]1[CH2:32][CH2:31][CH2:30][CH2:29][O:28]1. The catalyst class is: 276. (3) Reactant: [C:1]([OH:11])(=O)/[CH:2]=[CH:3]/[C:4]1[CH:9]=[CH:8][CH:7]=[CH:6][CH:5]=1.ClN1C(OC)=NC(OC)=NC1.CN1CCOCC1.[CH2:30]([NH:34][C:35]([C@H:37]1[CH2:49][C:48]2[C:47]3[C:42](=[CH:43][CH:44]=[CH:45][CH:46]=3)[NH:41][C:40]=2[C@@H:39]([C:50]2[CH:58]=[CH:57][C:53]3[O:54][CH2:55][O:56][C:52]=3[CH:51]=2)[NH:38]1)=[O:36])[CH2:31][CH2:32][CH3:33]. Product: [CH2:30]([NH:34][C:35]([C@H:37]1[CH2:49][C:48]2[C:47]3[C:42](=[CH:43][CH:44]=[CH:45][CH:46]=3)[NH:41][C:40]=2[C@@H:39]([C:50]2[CH:58]=[CH:57][C:53]3[O:54][CH2:55][O:56][C:52]=3[CH:51]=2)[N:38]1[C:1](=[O:11])[CH:2]=[CH:3][C:4]1[CH:5]=[CH:6][CH:7]=[CH:8][CH:9]=1)=[O:36])[CH2:31][CH2:32][CH3:33]. The catalyst class is: 7. (4) Product: [CH:31]([N:33]1[CH2:38][CH2:37][N:36]([C:39]2[CH:46]=[CH:45][C:42](/[CH:43]=[CH:11]/[C:4]3[C:5]4[C:10](=[CH:9][CH:8]=[CH:7][CH:6]=4)[NH:2][N:3]=3)=[CH:41][CH:40]=2)[CH2:35][CH2:34]1)=[O:32]. Reactant: [I-].[NH:2]1[C:10]2[C:5](=[CH:6][CH:7]=[CH:8][CH:9]=2)[C:4]([CH2:11][P+](C2C=CC=CC=2)(C2C=CC=CC=2)C2C=CC=CC=2)=[N:3]1.[CH:31]([N:33]1[CH2:38][CH2:37][N:36]([C:39]2[CH:46]=[CH:45][C:42]([CH:43]=O)=[CH:41][CH:40]=2)[CH2:35][CH2:34]1)=[O:32].C(=O)([O-])[O-].[K+].[K+]. The catalyst class is: 5. (5) Reactant: F[C:2]1[CH:3]=[C:4]2[C:9](=[CH:10][C:11]=1[N+:12]([O-:14])=[O:13])[NH:8][C:7](=[O:15])[N:6]([NH:16][S:17]([CH3:20])(=[O:19])=[O:18])[C:5]2=[O:21].[CH:22]1([NH2:27])[CH2:26][CH2:25][CH2:24][CH2:23]1.C(O)C. Product: [CH:22]1([NH:27][C:2]2[CH:3]=[C:4]3[C:9](=[CH:10][C:11]=2[N+:12]([O-:14])=[O:13])[NH:8][C:7](=[O:15])[N:6]([NH:16][S:17]([CH3:20])(=[O:19])=[O:18])[C:5]3=[O:21])[CH2:26][CH2:25][CH2:24][CH2:23]1. The catalyst class is: 6. (6) Reactant: [NH2:1][C:2]1[C:3]2[C:10]([Cl:11])=[CH:9][N:8]([C@@H:12]3[O:16][C@@:15]([CH2:19]O)([CH:17]=[O:18])[C@@H:14]([O:21][Si:22]([C:25]([CH3:28])([CH3:27])[CH3:26])([CH3:24])[CH3:23])[CH2:13]3)[C:4]=2[N:5]=[CH:6][N:7]=1.[C:29]([O-])([O-])=O.[K+].[K+].[N+](=C(P(=O)(OC)OC)C(=O)C)=[N-]. Product: [NH2:1][C:2]1[C:3]2[C:10]([Cl:11])=[CH:9][N:8]([C@@H:12]3[O:16][C@@:15]([CH2:17][OH:18])([C:19]#[CH:29])[C@@H:14]([O:21][Si:22]([C:25]([CH3:27])([CH3:28])[CH3:26])([CH3:23])[CH3:24])[CH2:13]3)[C:4]=2[N:5]=[CH:6][N:7]=1. The catalyst class is: 5.